From a dataset of Forward reaction prediction with 1.9M reactions from USPTO patents (1976-2016). Predict the product of the given reaction. (1) Given the reactants C1(P(C2C=CC=CC=2)C2C=CC=CC=2)C=CC=CC=1.CC(OC(/N=N/C(OC(C)C)=O)=O)C.[N+](C1C=CC(C(O)=O)=CC=1)([O-])=O.C([C@@H]1C[C@H](O)C[C@@H]1C(OCC)=O)C.C(N(CC)CC)C.[N+:66]([C:69]1[CH:89]=[CH:88][C:72]([C:73]([O:75][C@@H:76]2[CH2:80][C@@H:79]([CH2:81][CH3:82])[C@@H:78]([C:83]([O:85][CH2:86][CH3:87])=[O:84])[CH2:77]2)=[O:74])=[CH:71][CH:70]=1)([O-:68])=[O:67], predict the reaction product. The product is: [N+:66]([C:69]1[CH:89]=[CH:88][C:72]([C:73]([O:75][CH:76]2[CH2:80][CH:79]([CH2:81][CH3:82])[CH:78]([C:83]([O:85][CH2:86][CH3:87])=[O:84])[CH2:77]2)=[O:74])=[CH:71][CH:70]=1)([O-:68])=[O:67]. (2) The product is: [C:1]([C:5]1[N:9]=[C:8]([CH2:10][C:11]([OH:13])=[O:12])[N:7]([CH2:16][CH2:17][O:18][CH3:19])[N:6]=1)([CH3:4])([CH3:2])[CH3:3]. Given the reactants [C:1]([C:5]1[N:9]=[C:8]([CH2:10][C:11]([O:13]CC)=[O:12])[N:7]([CH2:16][CH2:17][O:18][CH3:19])[N:6]=1)([CH3:4])([CH3:3])[CH3:2].[Li+].[OH-].Cl, predict the reaction product. (3) Given the reactants [F-].[Cs+].[Si]([O:20][C@H:21]1[C:30]2[C:25](=[CH:26][CH:27]=[CH:28][CH:29]=2)[C@H:24]([N:31]2[C:39](=[O:40])[NH:38][C:37]3[C:32]2=[N:33][C:34]([C:41]2[N:45]4[CH:46]=[C:47]([F:50])[CH:48]=[CH:49][C:44]4=[N:43][CH:42]=2)=[N:35][CH:36]=3)[CH2:23][CH2:22]1)(C(C)(C)C)(C1C=CC=CC=1)C1C=CC=CC=1, predict the reaction product. The product is: [F:50][C:47]1[CH:48]=[CH:49][C:44]2[N:45]([C:41]([C:34]3[N:33]=[C:32]4[C:37]([NH:38][C:39](=[O:40])[N:31]4[C@H:24]4[C:25]5[C:30](=[CH:29][CH:28]=[CH:27][CH:26]=5)[C@H:21]([OH:20])[CH2:22][CH2:23]4)=[CH:36][N:35]=3)=[CH:42][N:43]=2)[CH:46]=1. (4) Given the reactants C([O:5][C:6](=[O:34])[C@@H:7]([NH:26]C(OC(C)(C)C)=O)[CH2:8][CH2:9][CH:10]([CH2:18][C:19]1[CH:24]=[CH:23][C:22]([OH:25])=[CH:21][CH:20]=1)[C:11]([O:13]C(C)(C)C)=[O:12])(C)(C)C, predict the reaction product. The product is: [NH2:26][C@@H:7]([CH2:8][CH2:9][CH:10]([CH2:18][C:19]1[CH:20]=[CH:21][C:22]([OH:25])=[CH:23][CH:24]=1)[C:11]([OH:13])=[O:12])[C:6]([OH:34])=[O:5]. (5) The product is: [Si:1]([O:8][CH2:9][CH2:10][O:11][N:32]1[C:36](=[O:37])[C:35]2[C:34](=[CH:41][CH:40]=[CH:39][CH:38]=2)[C:33]1=[O:42])([C:4]([CH3:6])([CH3:7])[CH3:5])([CH3:3])[CH3:2]. Given the reactants [Si:1]([O:8][CH2:9][CH2:10][OH:11])([C:4]([CH3:7])([CH3:6])[CH3:5])([CH3:3])[CH3:2].C1(P(C2C=CC=CC=2)C2C=CC=CC=2)C=CC=CC=1.O[N:32]1[C:36](=[O:37])[C:35]2=[CH:38][CH:39]=[CH:40][CH:41]=[C:34]2[C:33]1=[O:42].CCOC(/N=N/C(OCC)=O)=O, predict the reaction product. (6) Given the reactants [F:1][C:2]1[CH:7]=[CH:6][C:5]([C:8]2[C:12]([C:13]3[N:14]=[CH:15][N:16]([C:18]4[CH:23]=[CH:22][C:21]([C:24]([F:27])([F:26])[F:25])=[CH:20][CH:19]=4)[CH:17]=3)=[C:11]([CH2:28][O:29]C)[O:10][N:9]=2)=[CH:4][CH:3]=1.FC1C=CC(C2C(C3N=CN(C4C=CC(C(=O)C)=CC=4)C=3)=C(COC)ON=2)=CC=1, predict the reaction product. The product is: [F:1][C:2]1[CH:7]=[CH:6][C:5]([C:8]2[C:12]([C:13]3[N:14]=[CH:15][N:16]([C:18]4[CH:23]=[CH:22][C:21]([C:24]([F:25])([F:26])[F:27])=[CH:20][CH:19]=4)[CH:17]=3)=[C:11]([CH2:28][OH:29])[O:10][N:9]=2)=[CH:4][CH:3]=1. (7) Given the reactants [CH:1]12[O:7][CH:4]([CH2:5][CH2:6]1)[CH2:3][CH:2]2[C:8]([OH:11])([CH3:10])[CH3:9].C(N(CC)CC)C.[C:19](Cl)(=[O:22])[CH:20]=[CH2:21].O, predict the reaction product. The product is: [C:19]([O:11][C:8]([CH:2]1[CH2:3][CH:4]2[O:7][CH:1]1[CH2:6][CH2:5]2)([CH3:9])[CH3:10])(=[O:22])[CH:20]=[CH2:21]. (8) Given the reactants [NH2:1][C:2]1[C:3]([CH3:14])=[C:4]([C:9]([Br:13])=[C:10]([F:12])[CH:11]=1)[C:5]([O:7][CH3:8])=[O:6].[N:15]([O-])=O.[Na+], predict the reaction product. The product is: [Br:13][C:9]1[C:10]([F:12])=[CH:11][C:2]2[NH:1][N:15]=[CH:14][C:3]=2[C:4]=1[C:5]([O:7][CH3:8])=[O:6].